Dataset: Peptide-MHC class I binding affinity with 185,985 pairs from IEDB/IMGT. Task: Regression. Given a peptide amino acid sequence and an MHC pseudo amino acid sequence, predict their binding affinity value. This is MHC class I binding data. (1) The MHC is HLA-A26:01 with pseudo-sequence HLA-A26:01. The binding affinity (normalized) is 0.249. The peptide sequence is TAAQAAVVRF. (2) The peptide sequence is SYLKPHIFE. The MHC is HLA-A02:06 with pseudo-sequence HLA-A02:06. The binding affinity (normalized) is 0.0847. (3) The peptide sequence is MAAAAFPAL. The MHC is HLA-B15:01 with pseudo-sequence HLA-B15:01. The binding affinity (normalized) is 0.470.